From a dataset of Full USPTO retrosynthesis dataset with 1.9M reactions from patents (1976-2016). Predict the reactants needed to synthesize the given product. (1) Given the product [N+:12]([C:15]1[CH:22]=[CH:21][C:18]([CH2:19][CH:2]([C:3](=[O:4])[CH3:5])[C:1]([O:7][CH2:8][CH3:9])=[O:6])=[CH:17][CH:16]=1)([O-:14])=[O:13], predict the reactants needed to synthesize it. The reactants are: [C:1]([O:7][CH2:8][CH3:9])(=[O:6])[CH2:2][C:3]([CH3:5])=[O:4].[H-].[Na+].[N+:12]([C:15]1[CH:22]=[CH:21][C:18]([CH2:19]Br)=[CH:17][CH:16]=1)([O-:14])=[O:13]. (2) Given the product [OH:11][C:8]([C:6]1[CH:5]=[C:4]([C:12]([F:15])([F:14])[F:13])[N:3]=[C:2]([C:16]#[N:17])[CH:7]=1)([CH3:10])[CH3:9], predict the reactants needed to synthesize it. The reactants are: Cl[C:2]1[CH:7]=[C:6]([C:8]([OH:11])([CH3:10])[CH3:9])[CH:5]=[C:4]([C:12]([F:15])([F:14])[F:13])[N:3]=1.[CH3:16][N:17]1CCCC1=O. (3) Given the product [CH3:18][S:19]([CH2:22][C:23]1[CH:24]=[CH:25][C:26]([O:29][C:2]2[CH:3]=[CH:4][C:5]([N+:15]([O-:17])=[O:16])=[C:6]([O:7][CH:8]3[CH2:13][CH2:12][O:11][CH2:10][CH2:9]3)[CH:14]=2)=[CH:27][N:28]=1)(=[O:21])=[O:20], predict the reactants needed to synthesize it. The reactants are: F[C:2]1[CH:3]=[CH:4][C:5]([N+:15]([O-:17])=[O:16])=[C:6]([CH:14]=1)[O:7][CH:8]1[CH2:13][CH2:12][O:11][CH2:10][CH2:9]1.[CH3:18][S:19]([CH2:22][C:23]1[N:28]=[CH:27][C:26]([OH:29])=[CH:25][CH:24]=1)(=[O:21])=[O:20].C(=O)([O-])[O-].[K+].[K+].O. (4) Given the product [C:16]([O:24][CH3:25])(=[O:23])[CH2:17][CH2:18][C:19]([O:21][CH3:22])=[O:20], predict the reactants needed to synthesize it. The reactants are: C1(=O)OC(=O)C=C1.C(O)(=O)/C=C\C(O)=O.[C:16]([O:24][CH3:25])(=[O:23])/[CH:17]=[CH:18]\[C:19]([O:21][CH3:22])=[O:20]. (5) Given the product [CH:17]([C:16]1[N:21]=[C:9]([C:8]2[C:3]([C:2]([F:1])([F:14])[F:15])=[N:4][CH:5]=[N:6][CH:7]=2)[O:11][N:20]=1)([CH3:19])[CH3:18], predict the reactants needed to synthesize it. The reactants are: [F:1][C:2]([F:15])([F:14])[C:3]1[C:8]([C:9]([O:11]CC)=O)=[CH:7][N:6]=[CH:5][N:4]=1.[C:16](=[N:21]O)([NH2:20])[CH:17]([CH3:19])[CH3:18].[O-]CC.[Na+]. (6) Given the product [Cl:8][C:6]1[CH:7]=[C:2]([N:26]2[CH2:31][CH2:30][O:29][CH2:28][CH2:27]2)[C:3]2[N:4]([CH:11]=[C:12]([C:14]3[CH:19]=[CH:18][CH:17]=[CH:16][CH:15]=3)[N:9]=2)[N:5]=1, predict the reactants needed to synthesize it. The reactants are: Br[C:2]1[CH:7]=[C:6]([Cl:8])[N:5]=[N:4][C:3]=1[NH2:9].Br[CH2:11][C:12]([C:14]1[CH:19]=[CH:18][CH:17]=[CH:16][CH:15]=1)=O.O1CCOCC1.[NH:26]1[CH2:31][CH2:30][O:29][CH2:28][CH2:27]1. (7) Given the product [C:1]([O:5][C:6]([N:8]1[C:12]2([CH2:16][CH2:15][N:14]([C:19]3[CH:24]=[N:23][C:22]([N+:25]([O-:27])=[O:26])=[CH:21][CH:20]=3)[C:13]2=[O:17])[CH2:11][CH2:10][CH2:9]1)=[O:7])([CH3:4])([CH3:2])[CH3:3], predict the reactants needed to synthesize it. The reactants are: [C:1]([O:5][C:6]([N:8]1[C:12]2([CH2:16][CH2:15][NH:14][C:13]2=[O:17])[CH2:11][CH2:10][CH2:9]1)=[O:7])([CH3:4])([CH3:3])[CH3:2].Br[C:19]1[CH:20]=[CH:21][C:22]([N+:25]([O-:27])=[O:26])=[N:23][CH:24]=1. (8) Given the product [CH2:29]([O:28][C:26](=[O:27])[NH:8][C:5]1[CH:6]=[CH:7][C:2]([Cl:1])=[C:3]([C:9]2[O:10][C:11]3[CH:17]=[CH:16][C:15]([Cl:18])=[CH:14][C:12]=3[N:13]=2)[CH:4]=1)[C:30]#[CH:31], predict the reactants needed to synthesize it. The reactants are: [Cl:1][C:2]1[CH:7]=[CH:6][C:5]([NH2:8])=[CH:4][C:3]=1[C:9]1[O:10][C:11]2[CH:17]=[CH:16][C:15]([Cl:18])=[CH:14][C:12]=2[N:13]=1.N1C=CC=CC=1.Cl[C:26]([O:28][CH2:29][C:30]#[CH:31])=[O:27]. (9) Given the product [O:1]1[CH2:2][CH2:3][CH:4]([O:7][CH2:8][CH2:9][O:10][CH:11]2[CH2:16][CH2:15][NH:14][CH2:13][CH2:12]2)[CH2:5][CH2:6]1, predict the reactants needed to synthesize it. The reactants are: [O:1]1[CH2:6][CH2:5][CH:4]([O:7][CH2:8][CH2:9][O:10][CH:11]2[CH2:16][CH2:15][N:14](C(OCC3C=CC=CC=3)=O)[CH2:13][CH2:12]2)[CH2:3][CH2:2]1.